From a dataset of Forward reaction prediction with 1.9M reactions from USPTO patents (1976-2016). Predict the product of the given reaction. Given the reactants O1[C:5]2([CH2:10][CH2:9][CH:8]([CH2:11][CH2:12][C:13]3[C:22]4[C:17](=[CH:18][CH:19]=[C:20]([O:23][CH3:24])[CH:21]=4)[N:16]=[CH:15][CH:14]=3)[CH2:7][CH2:6]2)[O:4]CC1, predict the reaction product. The product is: [CH3:24][O:23][C:20]1[CH:21]=[C:22]2[C:17](=[CH:18][CH:19]=1)[N:16]=[CH:15][CH:14]=[C:13]2[CH2:12][CH2:11][CH:8]1[CH2:9][CH2:10][C:5](=[O:4])[CH2:6][CH2:7]1.